From a dataset of Forward reaction prediction with 1.9M reactions from USPTO patents (1976-2016). Predict the product of the given reaction. (1) Given the reactants Br[C:2]1[N:7]=[N:6][C:5]([NH:8][CH2:9][C:10]2[CH:15]=[CH:14][C:13]([Cl:16])=[CH:12][CH:11]=2)=[CH:4][CH:3]=1.C([Li])CCC.Cl[Si](C)(C)CC[Si](Cl)(C)C.C([Li])(C)(C)C.C([Cu])#N.[C:40]([O:44][C:45]([N:47]1[C:51]2=[N:52][CH:53]=[CH:54][CH:55]=[C:50]2[C:49]([CH2:56]Cl)=[CH:48]1)=[O:46])([CH3:43])([CH3:42])[CH3:41], predict the reaction product. The product is: [C:40]([O:44][C:45]([N:47]1[C:51]2=[N:52][CH:53]=[CH:54][CH:55]=[C:50]2[C:49]([CH2:56][C:2]2[N:7]=[N:6][C:5]([NH:8][CH2:9][C:10]3[CH:15]=[CH:14][C:13]([Cl:16])=[CH:12][CH:11]=3)=[CH:4][CH:3]=2)=[CH:48]1)=[O:46])([CH3:43])([CH3:42])[CH3:41]. (2) The product is: [O:49]1[CH2:50][CH2:51][N:46]([C:2]2[CH:7]=[N:6][CH:5]=[C:4]([C:8]3[CH:13]=[CH:12][C:11]([CH3:14])=[CH:10][CH:9]=3)[N:3]=2)[CH2:47][CH2:48]1. Given the reactants Cl[C:2]1[CH:7]=[N:6][CH:5]=[C:4]([C:8]2[CH:13]=[CH:12][C:11]([CH3:14])=[CH:10][CH:9]=2)[N:3]=1.CC(C)([O-])C.[Na+].C1(P(C2CCCCC2)C2C=CC=CC=2C2C=CC=CC=2)CCCCC1.[NH:46]1[CH2:51][CH2:50][O:49][CH2:48][CH2:47]1, predict the reaction product. (3) Given the reactants [F:1][C:2]([F:33])([F:32])[C:3]1[CH:4]=[C:5]([CH:25]=[C:26]([C:28]([F:31])([F:30])[F:29])[CH:27]=1)[CH2:6][N:7]([CH3:24])[C:8](=[O:23])[C:9]1[C:14]([C:15]2[CH:20]=[CH:19][CH:18]=[CH:17][C:16]=2[CH3:21])=[CH:13][C:12](Cl)=[N:11][CH:10]=1.[CH2:34]([CH2:36][NH2:37])[OH:35], predict the reaction product. The product is: [F:1][C:2]([F:33])([F:32])[C:3]1[CH:4]=[C:5]([CH:25]=[C:26]([C:28]([F:31])([F:30])[F:29])[CH:27]=1)[CH2:6][N:7]([CH3:24])[C:8](=[O:23])[C:9]1[C:14]([C:15]2[CH:20]=[CH:19][CH:18]=[CH:17][C:16]=2[CH3:21])=[CH:13][C:12]([NH:37][CH2:36][CH2:34][OH:35])=[N:11][CH:10]=1. (4) Given the reactants [Cl:1][C:2]1[N:3]=[N:4][C:5]([NH:8][NH2:9])=[CH:6][CH:7]=1.[C:10](Cl)(=O)[CH:11]([CH3:13])[CH3:12].O.C([O-])([O-])=O.[Na+].[Na+], predict the reaction product. The product is: [Cl:1][C:2]1[CH:7]=[CH:6][C:5]2[N:4]([C:10]([CH:11]([CH3:13])[CH3:12])=[N:9][N:8]=2)[N:3]=1.